From a dataset of Tyrosyl-DNA phosphodiesterase HTS with 341,365 compounds. Binary Classification. Given a drug SMILES string, predict its activity (active/inactive) in a high-throughput screening assay against a specified biological target. (1) The molecule is Clc1ccc(CCNC(=O)CCn2cccc2)cc1. The result is 0 (inactive). (2) The compound is S(=O)(=O)(NC1(N=C2SCCN2C1=O)C(F)(F)F)c1ccc(OC)cc1. The result is 0 (inactive). (3) The drug is o1c(=O)c(CN2CCCC2)c(N2CCN(CC2)c2c(c(ccc2)C)C)c2c1cccc2. The result is 0 (inactive). (4) The compound is S(c1nc(NC(=O)c2ccccc2)[nH]n1)CC(OCC)=O. The result is 0 (inactive). (5) The drug is s1c(C(=O)NCc2cc3OCOc3cc2)ccc1. The result is 0 (inactive). (6) The drug is S(c1[nH]c(c(Cc2ccccc2)c(=O)n1)C)CC(=O)Nc1ccc(cc1)C. The result is 0 (inactive).